This data is from Catalyst prediction with 721,799 reactions and 888 catalyst types from USPTO. The task is: Predict which catalyst facilitates the given reaction. (1) Product: [F:39][C:36]([F:37])([F:38])[C:28]1[CH:27]=[C:26]([C@H:24]([O:23][C@H:14]2[O:13][CH2:12][C@H:11]([CH2:40][OH:41])[C@@H:10]([CH2:9][OH:8])[C@@H:15]2[C:16]2[CH:21]=[CH:20][C:19]([F:22])=[CH:18][CH:17]=2)[CH3:25])[CH:31]=[C:30]([C:32]([F:33])([F:34])[F:35])[CH:29]=1. The catalyst class is: 293. Reactant: C([O:8][CH2:9][C@H:10]1[C@H:15]([C:16]2[CH:21]=[CH:20][C:19]([F:22])=[CH:18][CH:17]=2)[C@@H:14]([O:23][C@@H:24]([C:26]2[CH:31]=[C:30]([C:32]([F:35])([F:34])[F:33])[CH:29]=[C:28]([C:36]([F:39])([F:38])[F:37])[CH:27]=2)[CH3:25])[O:13][CH2:12][C@@H:11]1[CH2:40][OH:41])C1C=CC=CC=1.[H][H]. (2) Reactant: [F:1][C:2]1[CH:28]=[CH:27][C:5]([O:6][C:7]2[CH:12]=[CH:11][C:10]([C:13]3[N:18]=[C:17]([NH:19][C:20](=[O:26])[C@@H:21]([NH2:25])[C@@H:22]([OH:24])[CH3:23])[CH:16]=[CH:15][CH:14]=3)=[CH:9][CH:8]=2)=[CH:4][CH:3]=1.Cl.[C:30](O)(=[O:33])[CH2:31][OH:32].CN(C(ON1N=NC2C=CC=NC1=2)=[N+](C)C)C.F[P-](F)(F)(F)(F)F.CCN(C(C)C)C(C)C. Product: [F:1][C:2]1[CH:3]=[CH:4][C:5]([O:6][C:7]2[CH:8]=[CH:9][C:10]([C:13]3[N:18]=[C:17]([NH:19][C:20](=[O:26])[C@@H:21]([NH:25][C:31](=[O:32])[CH2:30][OH:33])[C@@H:22]([OH:24])[CH3:23])[CH:16]=[CH:15][CH:14]=3)=[CH:11][CH:12]=2)=[CH:27][CH:28]=1. The catalyst class is: 168.